From a dataset of Full USPTO retrosynthesis dataset with 1.9M reactions from patents (1976-2016). Predict the reactants needed to synthesize the given product. (1) Given the product [Cl:1][C:2]1[CH:3]=[C:4]([C:8]2[CH:13]=[C:12]([NH:14][C:15]3[CH:16]=[CH:17][C:18]([CH2:21][C:22]([NH2:32])=[O:23])=[CH:19][CH:20]=3)[CH:11]=[C:10]([C:27]([F:28])([F:30])[F:29])[N:9]=2)[CH:5]=[CH:6][CH:7]=1, predict the reactants needed to synthesize it. The reactants are: [Cl:1][C:2]1[CH:3]=[C:4]([C:8]2[CH:13]=[C:12]([NH:14][C:15]3[CH:20]=[CH:19][C:18]([CH2:21][C:22](OCC)=[O:23])=[CH:17][CH:16]=3)[CH:11]=[C:10]([C:27]([F:30])([F:29])[F:28])[N:9]=2)[CH:5]=[CH:6][CH:7]=1.[Cl-].[NH4+:32].N. (2) Given the product [Br:1][C:2]1[C:11]2[C:6](=[CH:7][CH:8]=[C:9]([CH:12]([C:19]3[CH:24]=[CH:23][C:22]([Cl:25])=[CH:21][CH:20]=3)[C:14]3[S:15][CH:16]=[CH:17][N:18]=3)[CH:10]=2)[N:5]=[C:4]([OH:26])[CH:3]=1, predict the reactants needed to synthesize it. The reactants are: [Br:1][C:2]1[C:11]2[C:6](=[CH:7][CH:8]=[C:9]([C:12]([C:19]3[CH:24]=[CH:23][C:22]([Cl:25])=[CH:21][CH:20]=3)([C:14]3[S:15][CH:16]=[CH:17][N:18]=3)O)[CH:10]=2)[N:5]=[C:4]([O:26]C(C)(C)C)[CH:3]=1.Cl.Cl[Sn]Cl.O.